This data is from Full USPTO retrosynthesis dataset with 1.9M reactions from patents (1976-2016). The task is: Predict the reactants needed to synthesize the given product. (1) Given the product [Br:8][C:9]1[CH:10]=[C:11]([CH:14]=[CH:15][CH:16]=1)/[CH:12]=[C:7]1\[C:5](=[O:6])[NH:4][C:2](=[O:3])[NH:1]\1, predict the reactants needed to synthesize it. The reactants are: [NH:1]1[CH2:7][C:5](=[O:6])[NH:4][C:2]1=[O:3].[Br:8][C:9]1[CH:10]=[C:11]([CH:14]=[CH:15][CH:16]=1)[CH:12]=O.C([O-])(=O)C.[Na+]. (2) Given the product [C:2]([N+:6]([O-:7])=[CH:18][C:17]1[C:12]([S:8]([OH:11])(=[O:10])=[O:9])=[N:13][CH:14]=[C:15]([S:20]([OH:23])(=[O:21])=[O:22])[CH:16]=1)([CH3:5])([CH3:4])[CH3:3], predict the reactants needed to synthesize it. The reactants are: Cl.[C:2]([NH:6][OH:7])([CH3:5])([CH3:4])[CH3:3].[S:8]([C:12]1[C:17]([CH:18]=O)=[CH:16][C:15]([S:20]([OH:23])(=[O:22])=[O:21])=[CH:14][N:13]=1)([OH:11])(=[O:10])=[O:9]. (3) Given the product [NH:23]1[C:18]2[CH:19]=[CH:20][CH:21]=[CH:22][C:17]=2[N:24]=[C:14]1[CH2:13][CH2:12][C:3]1[C:2]([CH3:1])=[N:11][C:10]2[C:5](=[CH:6][CH:7]=[CH:8][CH:9]=2)[N:4]=1, predict the reactants needed to synthesize it. The reactants are: [CH3:1][C:2]1[C:3]([CH2:12][CH2:13][C:14](O)=O)=[N:4][C:5]2[C:10]([N:11]=1)=[CH:9][CH:8]=[CH:7][CH:6]=2.[C:17]1([NH2:24])[C:18]([NH2:23])=[CH:19][CH:20]=[CH:21][CH:22]=1.C([O-])([O-])=O.[Na+].[Na+]. (4) Given the product [F:1][C:2]1[CH:7]=[CH:6][C:5]([C:8]2[CH:9]([OH:21])[CH2:10][NH:11][CH2:12][CH:13]=2)=[CH:4][CH:3]=1, predict the reactants needed to synthesize it. The reactants are: [F:1][C:2]1[CH:7]=[CH:6][C:5]([C:8]2(O)[CH2:13][CH2:12][N:11](C(OC(C)(C)C)=O)[CH2:10][CH:9]2[OH:21])=[CH:4][CH:3]=1.FC(F)(F)C(O)=O. (5) The reactants are: O1C=CC=C1[C:6]1[C:14]2[C:13]([NH:15][CH3:16])=[N:12][CH:11]=[N:10][C:9]=2[N:8]([C@@H:17]2[O:23][C@H:22]([CH2:24][OH:25])[C@@H:20]([OH:21])[C@H:18]2[OH:19])[CH:7]=1.IC1C2C(NC)=NC=NC=2N([C@@H]2O[C@H](CO)[C@@H](O)[C@H]2O)C=1.[S:47]1[CH:51]=[CH:50][C:49](B(O)O)=[CH:48]1. Given the product [CH3:16][NH:15][C:13]1[C:14]2[C:6]([C:49]3[CH:50]=[CH:51][S:47][CH:48]=3)=[CH:7][N:8]([C@@H:17]3[O:23][C@H:22]([CH2:24][OH:25])[C@@H:20]([OH:21])[C@H:18]3[OH:19])[C:9]=2[N:10]=[CH:11][N:12]=1, predict the reactants needed to synthesize it. (6) The reactants are: [C:1]([CH2:8][N:9]1[CH2:20][CH2:19][NH:18][CH2:17][CH2:16][N:15]([CH2:21][C:22]([O:24][C:25]([CH3:28])([CH3:27])[CH3:26])=[O:23])[CH2:14][CH2:13][NH:12][CH2:11][CH2:10]1)([O:3][C:4]([CH3:7])([CH3:6])[CH3:5])=[O:2].C(N(CC)CC)C.[N+:36]([C:39]1[CH:46]=[CH:45][C:42]([CH2:43]Br)=[CH:41][CH:40]=1)([O-:38])=[O:37]. Given the product [C:22]([CH2:21][N:15]1[CH2:14][CH2:13][NH:12][CH2:11][CH2:10][N:9]([CH2:8][C:1]([O:3][C:4]([CH3:6])([CH3:5])[CH3:7])=[O:2])[CH2:20][CH2:19][N:18]([CH2:43][C:42]2[CH:45]=[CH:46][C:39]([N+:36]([O-:38])=[O:37])=[CH:40][CH:41]=2)[CH2:17][CH2:16]1)([O:24][C:25]([CH3:28])([CH3:27])[CH3:26])=[O:23], predict the reactants needed to synthesize it.